Dataset: Forward reaction prediction with 1.9M reactions from USPTO patents (1976-2016). Task: Predict the product of the given reaction. (1) The product is: [C:12]([O:20][CH:21]([O:28][C:29]([NH:31][CH2:32][C:33]1([CH2:39][C:40]([OH:42])=[O:41])[CH2:34][CH2:35][CH2:36][CH2:37][CH2:38]1)=[O:30])[C:22]1[CH:27]=[CH:26][CH:25]=[CH:24][CH:23]=1)(=[O:19])[C:13]1[CH:14]=[CH:15][CH:16]=[CH:17][CH:18]=1. Given the reactants C1CCN2C(=NCCC2)CC1.[C:12]([O:20][CH:21]([O:28][C:29]([NH:31][CH2:32][C:33]1([CH2:39][C:40]([O:42]CCC#N)=[O:41])[CH2:38][CH2:37][CH2:36][CH2:35][CH2:34]1)=[O:30])[C:22]1[CH:27]=[CH:26][CH:25]=[CH:24][CH:23]=1)(=[O:19])[C:13]1[CH:18]=[CH:17][CH:16]=[CH:15][CH:14]=1, predict the reaction product. (2) Given the reactants [C:1]1([CH:7]2[CH2:16][CH2:15][C:14]3[C:9](=[CH:10][CH:11]=[CH:12][CH:13]=3)[CH:8]2[C:17]2[CH:22]=[CH:21][C:20]([CH:23]=[CH:24][C:25](O)=[O:26])=[CH:19][CH:18]=2)[CH:6]=[CH:5][CH:4]=[CH:3][CH:2]=1.[C:28]1([S:34]([NH2:37])(=[O:36])=[O:35])[CH:33]=[CH:32][CH:31]=[CH:30][CH:29]=1, predict the reaction product. The product is: [C:1]1([CH:7]2[CH2:16][CH2:15][C:14]3[C:9](=[CH:10][CH:11]=[CH:12][CH:13]=3)[CH:8]2[C:17]2[CH:18]=[CH:19][C:20]([CH:23]=[CH:24][C:25]([NH:37][S:34]([C:28]3[CH:33]=[CH:32][CH:31]=[CH:30][CH:29]=3)(=[O:36])=[O:35])=[O:26])=[CH:21][CH:22]=2)[CH:2]=[CH:3][CH:4]=[CH:5][CH:6]=1.